From a dataset of Full USPTO retrosynthesis dataset with 1.9M reactions from patents (1976-2016). Predict the reactants needed to synthesize the given product. (1) Given the product [CH3:2][C:3]1[C:4](=[O:5])[CH:6]2[CH:11]([C:12](=[O:13])[C:22]=1[CH2:21][C:18]1[CH:17]=[CH:16][C:15]([Cl:14])=[CH:20][CH:19]=1)[CH:10]=[CH:9][CH:8]=[CH:7]2, predict the reactants needed to synthesize it. The reactants are: C[C:2]1[C:12](=[O:13])[C:11]2[CH:10]=[CH:9][CH:8]=[CH:7][C:6]=2[C:4](=[O:5])[CH:3]=1.[Cl:14][C:15]1[CH:20]=[CH:19][C:18]([CH2:21][C:22](O)=O)=[CH:17][CH:16]=1. (2) Given the product [Br:14][C:15]1[CH:16]=[C:17]([Cl:1])[C:18]([NH2:21])=[N:19][CH:20]=1, predict the reactants needed to synthesize it. The reactants are: [Cl:1]N1C(=O)CCC1=O.CN(C)C=O.[Br:14][C:15]1[CH:16]=[CH:17][C:18]([NH2:21])=[N:19][CH:20]=1.[OH-].[Na+]. (3) Given the product [O:19]=[C:13]1[CH:12]([N:5]2[C:4](=[O:20])[C:3]3[C:7](=[CH:8][CH:9]=[CH:10][C:2]=3[NH:1][C:25](=[O:26])[C:24]3[CH:28]=[CH:29][CH:30]=[CH:31][C:23]=3[O:22][CH3:21])[C:6]2=[O:11])[CH2:17][CH2:16][C:15](=[O:18])[NH:14]1, predict the reactants needed to synthesize it. The reactants are: [NH2:1][C:2]1[CH:10]=[CH:9][CH:8]=[C:7]2[C:3]=1[C:4](=[O:20])[N:5]([CH:12]1[CH2:17][CH2:16][C:15](=[O:18])[NH:14][C:13]1=[O:19])[C:6]2=[O:11].[CH3:21][O:22][C:23]1[CH:31]=[CH:30][CH:29]=[CH:28][C:24]=1[C:25](Cl)=[O:26].CO.